From a dataset of Full USPTO retrosynthesis dataset with 1.9M reactions from patents (1976-2016). Predict the reactants needed to synthesize the given product. (1) The reactants are: C([O:5][C:6](=[O:32])[C:7]([S:10][C:11]1[S:12][CH:13]=[C:14]([CH2:16][CH2:17][NH:18][C:19]2[CH:20]=[N:21][C:22]([C:25]3[CH:30]=[CH:29][C:28]([F:31])=[CH:27][CH:26]=3)=[CH:23][CH:24]=2)[N:15]=1)([CH3:9])[CH3:8])(C)(C)C.FC(F)(F)C(O)=O. Given the product [F:31][C:28]1[CH:27]=[CH:26][C:25]([C:22]2[N:21]=[CH:20][C:19]([NH:18][CH2:17][CH2:16][C:14]3[N:15]=[C:11]([S:10][C:7]([CH3:9])([CH3:8])[C:6]([OH:32])=[O:5])[S:12][CH:13]=3)=[CH:24][CH:23]=2)=[CH:30][CH:29]=1, predict the reactants needed to synthesize it. (2) Given the product [C:19]([O:23][C:24]([N:26]1[CH2:30][CH2:29][CH:28]([C:31]2[CH:36]=[CH:35][C:34]([S:37][C:2]3[CH:9]=[CH:8][CH:7]=[CH:6][C:3]=3[C:4]#[N:5])=[CH:33][C:32]=2[O:38][CH3:39])[CH2:27]1)=[O:25])([CH3:22])([CH3:21])[CH3:20], predict the reactants needed to synthesize it. The reactants are: Br[C:2]1[CH:9]=[CH:8][CH:7]=[CH:6][C:3]=1[C:4]#[N:5].CCN(C(C)C)C(C)C.[C:19]([O:23][C:24]([N:26]1[CH2:30][CH2:29][CH:28]([C:31]2[CH:36]=[CH:35][C:34]([SH:37])=[CH:33][C:32]=2[O:38][CH3:39])[CH2:27]1)=[O:25])([CH3:22])([CH3:21])[CH3:20].OS([O-])(=O)=O.[K+].[O-]S([O-])(=O)=O.[Na+].[Na+]. (3) The reactants are: [NH2:1][C:2]1[CH:9]=[CH:8][C:5]([C:6]#[N:7])=[CH:4][C:3]=1[F:10].C(=O)(O)[O-].[Na+].[C:16](Cl)([O:18][CH2:19][CH:20]1[C:32]2[C:27](=[CH:28][CH:29]=[CH:30][CH:31]=2)[C:26]2[C:21]1=[CH:22][CH:23]=[CH:24][CH:25]=2)=[O:17]. Given the product [CH:31]1[C:32]2[CH:20]([CH2:19][O:18][C:16](=[O:17])[NH:1][C:2]3[CH:9]=[CH:8][C:5]([C:6]#[N:7])=[CH:4][C:3]=3[F:10])[C:21]3[C:26](=[CH:25][CH:24]=[CH:23][CH:22]=3)[C:27]=2[CH:28]=[CH:29][CH:30]=1, predict the reactants needed to synthesize it. (4) Given the product [CH3:13][C:11]1[CH:12]=[C:8]([CH3:14])[N:9]([C:30](=[NH:27])[NH:3][C:24]([NH:23][C:19]2[CH:18]=[N:17][CH:22]=[CH:21][CH:20]=2)=[S:25])[N:10]=1, predict the reactants needed to synthesize it. The reactants are: [OH-].[K+].[N+:3]([O-])(O)=O.C[C:8]1([C:14](N)=N)[CH:12]=[C:11]([CH3:13])[N:10]=[N:9]1.[N:17]1[CH:22]=[CH:21][CH:20]=[C:19]([N:23]=[C:24]=[S:25])[CH:18]=1.C[N:27]([CH3:30])C=O. (5) Given the product [CH3:1][O:2][C:3](=[O:28])[C:4]1[CH:9]=[C:8]([O:10][CH3:11])[CH:7]=[CH:6][C:5]=1[NH:12][C:13]1[N:17]([C:18]2[CH:23]=[CH:22][CH:21]=[CH:20][C:19]=2[CH2:24][CH3:25])[N:16]=[C:15]([CH3:26])[C:14]=1[C:37]1[CH:38]=[C:39]2[C:34](=[CH:35][CH:36]=1)[N:33]=[CH:32][CH:31]=[N:30]2, predict the reactants needed to synthesize it. The reactants are: [CH3:1][O:2][C:3](=[O:28])[C:4]1[CH:9]=[C:8]([O:10][CH3:11])[CH:7]=[CH:6][C:5]=1[NH:12][C:13]1[N:17]([C:18]2[CH:23]=[CH:22][CH:21]=[CH:20][C:19]=2[CH2:24][CH3:25])[N:16]=[C:15]([CH3:26])[C:14]=1Br.Cl.[N:30]1[C:39]2[C:34](=[CH:35][C:36](OB(O)O)=[CH:37][CH:38]=2)[N:33]=[CH:32][CH:31]=1.C(=O)([O-])[O-].[Na+].[Na+]. (6) Given the product [CH:37]12[CH2:44][CH:40]([CH:41]([NH:43][C:27]3[N:26]=[C:25]([C:22]4[CH:23]=[CH:24][N:19]([C@@H:10]([C:11]5[CH:16]=[CH:15][C:14]([Cl:17])=[C:13]([F:18])[CH:12]=5)[CH2:9][O:8][Si:1]([C:4]([CH3:7])([CH3:6])[CH3:5])([CH3:3])[CH3:2])[C:20](=[O:35])[CH:21]=4)[CH:30]=[CH:29][N:28]=3)[CH2:42]1)[CH2:39][O:38]2, predict the reactants needed to synthesize it. The reactants are: [Si:1]([O:8][CH2:9][C@@H:10]([N:19]1[CH:24]=[CH:23][C:22]([C:25]2[CH:30]=[CH:29][N:28]=[C:27](S(C)(=O)=O)[N:26]=2)=[CH:21][C:20]1=[O:35])[C:11]1[CH:16]=[CH:15][C:14]([Cl:17])=[C:13]([F:18])[CH:12]=1)([C:4]([CH3:7])([CH3:6])[CH3:5])([CH3:3])[CH3:2].Cl.[CH:37]12[CH2:44][CH:40]([CH:41]([NH2:43])[CH2:42]1)[CH2:39][O:38]2.